Predict the reaction yield, written as a fraction of the theoretical maximum amount of product (1.0 means a 100% yield; for example, 0.34 means a 34% yield). From a dataset of Reaction yield outcomes from USPTO patents with 853,638 reactions. The reactants are CS([O:5][CH2:6][CH2:7][N:8]1[C:21]2[CH:20]=[CH:19][CH:18]=[CH:17][C:16]=2[O:15][C:14]2[C:9]1=[CH:10][CH:11]=[CH:12][CH:13]=2)(=O)=O.[CH2:22]([O:26][CH:27]([CH2:33][C:34]1[CH:39]=[CH:38][C:37](O)=[CH:36][CH:35]=1)[C:28]([O:30][CH2:31][CH3:32])=[O:29])[CH2:23][CH2:24][CH3:25]. No catalyst specified. The product is [CH:20]1[C:21]2[N:8]([CH2:7][CH2:6][O:5][C:37]3[CH:36]=[CH:35][C:34]([CH2:33][CH:27]([O:26][CH2:22][CH2:23][CH2:24][CH3:25])[C:28]([O:30][CH2:31][CH3:32])=[O:29])=[CH:39][CH:38]=3)[C:9]3[C:14](=[CH:13][CH:12]=[CH:11][CH:10]=3)[O:15][C:16]=2[CH:17]=[CH:18][CH:19]=1. The yield is 0.530.